Dataset: Forward reaction prediction with 1.9M reactions from USPTO patents (1976-2016). Task: Predict the product of the given reaction. Given the reactants [F:1][C:2]1[CH:10]=[C:9]2[C:5]([CH:6]=[CH:7][NH:8]2)=[CH:4][CH:3]=1.I[C:12]1[CH:17]=[CH:16][CH:15]=[CH:14][CH:13]=1, predict the reaction product. The product is: [F:1][C:2]1[CH:10]=[C:9]2[C:5]([CH:6]=[CH:7][N:8]2[C:12]2[CH:17]=[CH:16][CH:15]=[CH:14][CH:13]=2)=[CH:4][CH:3]=1.